From a dataset of Forward reaction prediction with 1.9M reactions from USPTO patents (1976-2016). Predict the product of the given reaction. (1) Given the reactants [Br:1][C:2]1[C:6]2=[N:7][C:8]([C:11]([NH:13][NH2:14])=[O:12])=[CH:9][CH:10]=[C:5]2[O:4][CH:3]=1.[C:15](OCC)(OCC)(OCC)[CH3:16].N12CCCN=C1CCCCC2, predict the reaction product. The product is: [Br:1][C:2]1[C:6]2=[N:7][C:8]([C:11]3[O:12][C:15]([CH3:16])=[N:14][N:13]=3)=[CH:9][CH:10]=[C:5]2[O:4][CH:3]=1. (2) Given the reactants [CH3:1][N:2]([CH3:12])[C:3]1[S:7][C:6]([C:8]([NH:10][NH2:11])=[O:9])=[CH:5][CH:4]=1.[NH:13]([C:22]([O:24][CH2:25][C:26]1[CH:31]=[CH:30][CH:29]=[CH:28][CH:27]=1)=[O:23])[C@H:14]([C:19](O)=[O:20])[CH2:15][CH:16]([CH3:18])[CH3:17].C(Cl)CCl.C1C=CC2N(O)N=NC=2C=1, predict the reaction product. The product is: [CH3:17][CH:16]([CH3:18])[CH2:15][C@H:14]([NH:13][C:22]([O:24][CH2:25][C:26]1[CH:31]=[CH:30][CH:29]=[CH:28][CH:27]=1)=[O:23])[C:19]([NH:11][NH:10][C:8]([C:6]1[S:7][C:3]([N:2]([CH3:12])[CH3:1])=[CH:4][CH:5]=1)=[O:9])=[O:20]. (3) Given the reactants [H-].[Al+3].[Li+].[H-].[H-].[H-].[N:7]([C@H:10]([C:32]1[CH:37]=[CH:36][CH:35]=[CH:34][CH:33]=1)[C@@H:11]([C:22]1[CH:31]=[CH:30][C:29]2[C:24](=[CH:25][CH:26]=[CH:27][CH:28]=2)[CH:23]=1)[CH2:12][N:13]([CH3:21])[C:14](=O)OC(C)(C)C)=[N+]=[N-], predict the reaction product. The product is: [CH3:21][N:13]([CH3:14])[CH2:12][C@H:11]([C:22]1[CH:31]=[CH:30][C:29]2[C:24](=[CH:25][CH:26]=[CH:27][CH:28]=2)[CH:23]=1)[C@@H:10]([C:32]1[CH:33]=[CH:34][CH:35]=[CH:36][CH:37]=1)[NH2:7]. (4) Given the reactants [CH3:1][N:2]1[C:16]2[C:11](=[CH:12][CH:13]=[CH:14][CH:15]=2)[C:4]([CH2:5][C@H:6]([C:8]([OH:10])=[O:9])[NH2:7])=[CH:3]1.C(N(CC)CC)C.[C:24](O[C:24]([O:26][C:27]([CH3:30])([CH3:29])[CH3:28])=[O:25])([O:26][C:27]([CH3:30])([CH3:29])[CH3:28])=[O:25], predict the reaction product. The product is: [C:27]([O:26][C:24]([NH:7][C@@H:6]([C:8]([OH:10])=[O:9])[CH2:5][C:4]1[C:11]2[C:16](=[CH:15][CH:14]=[CH:13][CH:12]=2)[N:2]([CH3:1])[CH:3]=1)=[O:25])([CH3:30])([CH3:29])[CH3:28]. (5) Given the reactants [CH3:1][O:2][C:3]1[CH:16]=[C:15]([O:17][CH3:18])[CH:14]=[CH:13][C:4]=1[CH2:5][NH:6][CH2:7][CH2:8][CH2:9][N:10]([CH3:12])[CH3:11].Cl[S:20]([C:23]1[CH:31]=[CH:30][CH:29]=[CH:28][C:24]=1[C:25](Cl)=[O:26])(=[O:22])=[O:21].[NH2:32][C:33]1[C:42]([C:43]([O:45][C:46]([CH3:49])([CH3:48])[CH3:47])=[O:44])=[C:41]2[C:36]([CH:37]3[CH2:50][CH:38]3[CH2:39][O:40]2)=[CH:35][CH:34]=1, predict the reaction product. The product is: [CH3:1][O:2][C:3]1[CH:16]=[C:15]([O:17][CH3:18])[CH:14]=[CH:13][C:4]=1[CH2:5][N:6]([CH2:7][CH2:8][CH2:9][N:10]([CH3:11])[CH3:12])[C:25]([C:24]1[CH:28]=[CH:29][CH:30]=[CH:31][C:23]=1[S:20]([NH:32][C:33]1[C:42]([C:43]([O:45][C:46]([CH3:48])([CH3:47])[CH3:49])=[O:44])=[C:41]2[C:36]([CH:37]3[CH2:50][CH:38]3[CH2:39][O:40]2)=[CH:35][CH:34]=1)(=[O:22])=[O:21])=[O:26]. (6) The product is: [NH2:3][C:4]1[N:5]=[C:6]([CH3:29])[C:7]2[CH:13]=[C:12]([C:14]([OH:16])=[O:15])[C:11](=[O:21])[N:10]([C@H:22]3[CH2:27][CH2:26][C@H:25]([OH:28])[CH2:24][CH2:23]3)[C:8]=2[N:9]=1. Given the reactants [Li+].[OH-].[NH2:3][C:4]1[N:5]=[C:6]([CH3:29])[C:7]2[CH:13]=[C:12]([C:14]([O:16]CCCC)=[O:15])[C:11](=[O:21])[N:10]([C@H:22]3[CH2:27][CH2:26][C@H:25]([OH:28])[CH2:24][CH2:23]3)[C:8]=2[N:9]=1.Cl, predict the reaction product.